Dataset: Full USPTO retrosynthesis dataset with 1.9M reactions from patents (1976-2016). Task: Predict the reactants needed to synthesize the given product. (1) Given the product [CH:19]([C:2]1[CH:3]=[CH:4][C:5]([O:17][CH3:18])=[C:6]([CH:16]=1)[CH2:7][NH:8][C:9](=[O:15])[O:10][C:11]([CH3:14])([CH3:13])[CH3:12])=[O:20], predict the reactants needed to synthesize it. The reactants are: Br[C:2]1[CH:3]=[CH:4][C:5]([O:17][CH3:18])=[C:6]([CH:16]=1)[CH2:7][NH:8][C:9](=[O:15])[O:10][C:11]([CH3:14])([CH3:13])[CH3:12].[C:19](=O)([O-])[OH:20].[Na+]. (2) Given the product [S:1]1[C:5]2[CH:6]=[CH:7][CH:8]=[CH:9][C:4]=2[N:3]=[C:2]1[C:10]1[CH:11]=[C:12]2[C:17](=[CH:18][C:19]=1[NH:20][C:21](=[O:23])[CH3:22])[CH2:16][N:15]([CH2:24][CH3:25])[CH2:14][CH2:13]2, predict the reactants needed to synthesize it. The reactants are: [S:1]1[C:5]2[CH:6]=[CH:7][CH:8]=[CH:9][C:4]=2[N:3]=[C:2]1[C:10]1[CH:11]=[C:12]2[C:17](=[CH:18][C:19]=1[NH:20][C:21](=[O:23])[CH3:22])[CH2:16][NH:15][CH2:14][CH2:13]2.[CH:24](=O)[CH3:25].C(O)(=O)C.C(O[BH-](OC(=O)C)OC(=O)C)(=O)C.[Na+].C(=O)(O)[O-].[Na+]. (3) The reactants are: Cl.[CH:2]([N:5]1[C:13]2[C:8](=[CH:9][CH:10]=[CH:11][CH:12]=2)[C:7]([C:14](=[O:24])[C:15]([NH:17][CH:18]2[CH2:23][CH2:22][NH:21][CH2:20][CH2:19]2)=[O:16])=[CH:6]1)([CH3:4])[CH3:3].C([O-])([O-])=O.[K+].[K+].[CH2:31](Br)[CH2:32][CH2:33][CH3:34]. Given the product [CH2:31]([N:21]1[CH2:20][CH2:19][CH:18]([NH:17][C:15](=[O:16])[C:14]([C:7]2[C:8]3[C:13](=[CH:12][CH:11]=[CH:10][CH:9]=3)[N:5]([CH:2]([CH3:4])[CH3:3])[CH:6]=2)=[O:24])[CH2:23][CH2:22]1)[CH2:32][CH2:33][CH3:34], predict the reactants needed to synthesize it. (4) Given the product [CH2:28]([C:29]1([CH2:30][CH2:31][CH2:32][CH3:33])[C:3]2[NH:2][C:10]3[C:5](=[CH:6][CH:7]=[CH:8][CH:9]=3)[C:4]=2[CH2:11][C@H:12]([C:14]2[S:15][CH:16]=[C:17]([C:19]3[CH:24]=[CH:23][CH:22]=[CH:21][CH:20]=3)[N:18]=2)[NH:13]1)[CH2:27][CH2:26][CH3:25], predict the reactants needed to synthesize it. The reactants are: Cl.[NH:2]1[C:10]2[C:5](=[CH:6][CH:7]=[CH:8][CH:9]=2)[C:4]([CH2:11][C@H:12]([C:14]2[S:15][CH:16]=[C:17]([C:19]3[CH:24]=[CH:23][CH:22]=[CH:21][CH:20]=3)[N:18]=2)[NH2:13])=[CH:3]1.[CH3:25][CH2:26][CH2:27][CH2:28][C:29](=O)[CH2:30][CH2:31][CH2:32][CH3:33]. (5) Given the product [NH2:1][C:2]1[CH:3]=[C:4]([C:7]([I:17])=[CH:8][N:9]=1)[C:5]#[N:6], predict the reactants needed to synthesize it. The reactants are: [NH2:1][C:2]1[CH:3]=[C:4]([CH:7]=[CH:8][N:9]=1)[C:5]#[N:6].C1C(=O)N([I:17])C(=O)C1. (6) Given the product [F:1][C:2]1([F:25])[CH2:7][CH2:6][CH:5]([CH2:8][C:9]2[N:13]3[CH:14]=[CH:15][C:16]([C:18]([NH:26][C:27]([CH3:32])([CH2:30][OH:31])[CH2:28][OH:29])=[O:20])=[CH:17][C:12]3=[N:11][C:10]=2[C:21]([F:22])([F:24])[F:23])[CH2:4][CH2:3]1, predict the reactants needed to synthesize it. The reactants are: [F:1][C:2]1([F:25])[CH2:7][CH2:6][CH:5]([CH2:8][C:9]2[N:13]3[CH:14]=[CH:15][C:16]([C:18]([OH:20])=O)=[CH:17][C:12]3=[N:11][C:10]=2[C:21]([F:24])([F:23])[F:22])[CH2:4][CH2:3]1.[NH2:26][C:27]([CH3:32])([CH2:30][OH:31])[CH2:28][OH:29].C(=O)([O-])O.[Na+].